This data is from Full USPTO retrosynthesis dataset with 1.9M reactions from patents (1976-2016). The task is: Predict the reactants needed to synthesize the given product. (1) Given the product [Br:17][C:10]1[C:9]([C:11]2[CH:16]=[CH:15][CH:14]=[CH:13][CH:12]=2)=[N:8][N:7]2[C:2]([Cl:1])=[CH:3][CH:4]=[N:5][C:6]=12, predict the reactants needed to synthesize it. The reactants are: [Cl:1][C:2]1[N:7]2[N:8]=[C:9]([C:11]3[CH:16]=[CH:15][CH:14]=[CH:13][CH:12]=3)[CH:10]=[C:6]2[N:5]=[CH:4][CH:3]=1.[Br:17]N1C(=O)CCC1=O. (2) The reactants are: C[Al](C)C.[CH2:5]([NH2:8])[CH2:6][NH2:7].C(O[C:12](=O)[CH2:13][N:14]([C:16]1[CH:21]=[CH:20][CH:19]=[C:18]([Cl:22])[CH:17]=1)[CH3:15])C. Given the product [Cl:22][C:18]1[CH:17]=[C:16]([N:14]([CH2:13][C:12]2[NH:7][CH2:6][CH2:5][N:8]=2)[CH3:15])[CH:21]=[CH:20][CH:19]=1, predict the reactants needed to synthesize it. (3) Given the product [CH3:35][O:36][C:2]1[C:11]2[CH2:10][CH2:9][C@H:8]3[C@H:12]([CH3:20])[C:13]4([CH2:18][CH2:19][C@:7]3([C:21]3[CH:26]=[CH:25][CH:24]=[CH:23][CH:22]=3)[C:6]=2[N:5]=[C:4]([C:27]2[CH:32]=[CH:31][CH:30]=[CH:29][C:28]=2[O:33][CH3:34])[N:3]=1)[O:17][CH2:16][CH2:15][O:14]4, predict the reactants needed to synthesize it. The reactants are: Cl[C:2]1[C:11]2[CH2:10][CH2:9][C@H:8]3[C@H:12]([CH3:20])[C:13]4([CH2:18][CH2:19][C@:7]3([C:21]3[CH:26]=[CH:25][CH:24]=[CH:23][CH:22]=3)[C:6]=2[N:5]=[C:4]([C:27]2[CH:32]=[CH:31][CH:30]=[CH:29][C:28]=2[O:33][CH3:34])[N:3]=1)[O:17][CH2:16][CH2:15][O:14]4.[CH3:35][O-:36].[Na+]. (4) Given the product [F:26][C:23]1[CH:24]=[C:25]2[C:20]([C:19]([NH2:27])=[N:18][C:17]2([C:28]2[CH:33]=[CH:32][N:31]=[CH:30][CH:29]=2)[C:13]2[CH:12]=[CH:11][CH:16]=[C:15]([C:3]3[CH:2]=[N:1][CH:6]=[CH:5][CH:4]=3)[CH:14]=2)=[CH:21][CH:22]=1, predict the reactants needed to synthesize it. The reactants are: [N:1]1[CH:6]=[CH:5][CH:4]=[C:3](B(O)O)[CH:2]=1.Br[C:11]1[CH:12]=[C:13]([C:17]2([C:28]3[CH:33]=[CH:32][N:31]=[CH:30][CH:29]=3)[C:25]3[C:20](=[CH:21][CH:22]=[C:23]([F:26])[CH:24]=3)[C:19]([NH2:27])=[N:18]2)[CH:14]=[CH:15][CH:16]=1. (5) Given the product [Cl:1][C:2]1[CH:3]=[CH:4][C:5]([C:8]2[C:17]3[C:12](=[CH:13][CH:14]=[CH:15][CH:16]=3)[C:11]([NH:18][C:19]3[CH:24]=[CH:23][C:22]([S:25][C:26]4[C:35]5[C:30](=[CH:31][CH:32]=[C:33]([O:36][CH2:40][CH2:41][S:42]([CH3:45])(=[O:44])=[O:43])[CH:34]=5)[N:29]=[CH:28][CH:27]=4)=[CH:21][CH:20]=3)=[N:10][N:9]=2)=[CH:6][CH:7]=1, predict the reactants needed to synthesize it. The reactants are: [Cl:1][C:2]1[CH:7]=[CH:6][C:5]([C:8]2[C:17]3[C:12](=[CH:13][CH:14]=[CH:15][CH:16]=3)[C:11]([NH:18][C:19]3[CH:24]=[CH:23][C:22]([S:25][C:26]4[C:35]5[C:30](=[CH:31][CH:32]=[C:33]([OH:36])[CH:34]=5)[N:29]=[CH:28][CH:27]=4)=[CH:21][CH:20]=3)=[N:10][N:9]=2)=[CH:4][CH:3]=1.[H-].[Na+].Cl[CH2:40][CH2:41][S:42]([CH3:45])(=[O:44])=[O:43].[Na+].[I-].